This data is from Reaction yield outcomes from USPTO patents with 853,638 reactions. The task is: Predict the reaction yield, written as a fraction of the theoretical maximum amount of product (1.0 means a 100% yield; for example, 0.34 means a 34% yield). (1) The reactants are [CH2:1]([NH:8][C:9]([C:11]1[S:12][C:13]([C:17]([NH:19][NH2:20])=[NH:18])=[CH:14][C:15]=1[CH3:16])=[O:10])[C:2]1[CH:7]=[CH:6][CH:5]=[CH:4][CH:3]=1.[CH:21](O)=O. No catalyst specified. The product is [CH2:1]([NH:8][C:9]([C:11]1[S:12][C:13]([C:17]2[N:18]=[CH:21][NH:20][N:19]=2)=[CH:14][C:15]=1[CH3:16])=[O:10])[C:2]1[CH:7]=[CH:6][CH:5]=[CH:4][CH:3]=1. The yield is 0.840. (2) The reactants are [Br:1][C:2]1[CH:7]=[CH:6][CH:5]=[CH:4][C:3]=1[OH:8].C(=O)([O-])[O-].[K+].[K+].[CH2:15](Br)[C:16]1[CH:21]=[CH:20][CH:19]=[CH:18][CH:17]=1. The catalyst is CC(C)=O. The product is [CH2:15]([O:8][C:3]1[CH:4]=[CH:5][CH:6]=[CH:7][C:2]=1[Br:1])[C:16]1[CH:21]=[CH:20][CH:19]=[CH:18][CH:17]=1. The yield is 0.400. (3) The reactants are [BH4-].[Na+].[N:3]1[N:4]([CH2:12][CH2:13][C:14]#[C:15][C:16]2[N:21]=[C:20]([C:22](=[O:24])[CH3:23])[CH:19]=[CH:18][CH:17]=2)[N:5]=[C:6]2[CH:11]=[CH:10][CH:9]=[CH:8][C:7]=12. The catalyst is CO. The product is [N:3]1[N:4]([CH2:12][CH2:13][C:14]#[C:15][C:16]2[N:21]=[C:20]([CH:22]([OH:24])[CH3:23])[CH:19]=[CH:18][CH:17]=2)[N:5]=[C:6]2[CH:11]=[CH:10][CH:9]=[CH:8][C:7]=12. The yield is 0.530. (4) The reactants are C(C([C:10]1[CH:15]=[CH:14][CH:13]=[C:12]([C:16]2[N:21]=[C:20]([C:22]3[CH:26]=C(C)N[C:23]=3[CH3:28])[CH:19]=[CH:18][CH:17]=2)[CH:11]=1)(CC#N)C([O-])=O)C.Cl.[CH:30]([O-:32])=O.[NH4+:33]. The catalyst is [Pd].C(O)C. The product is [CH3:14][C:13]1[NH:33][C:10]([CH3:15])=[CH:11][C:12]=1[C:16]1[CH:17]=[CH:18][CH:19]=[C:20]([C:22]2[CH:23]=[CH:28][C:17]([CH:18]3[CH2:19][CH2:20][NH:21][C:30]3=[O:32])=[CH:16][CH:26]=2)[N:21]=1. The yield is 0.0810. (5) The reactants are [Cl:1][C:2]1[CH:3]=[N+:4]([O-:39])[CH:5]=[C:6]([Cl:38])[C:7]=1[CH2:8][C@H:9]([O:20][C:21](=[O:37])[C:22]1[CH:27]=[CH:26][C:25]([NH:28]C(OC(C)(C)C)=O)=[CH:24][C:23]=1[F:36])[C:10]1[CH:15]=[CH:14][C:13]([O:16][CH3:17])=[C:12]([O:18][CH3:19])[CH:11]=1.Cl.O1CCOCC1. No catalyst specified. The product is [Cl:1][C:2]1[CH:3]=[N+:4]([O-:39])[CH:5]=[C:6]([Cl:38])[C:7]=1[CH2:8][C@H:9]([O:20][C:21](=[O:37])[C:22]1[CH:27]=[CH:26][C:25]([NH2:28])=[CH:24][C:23]=1[F:36])[C:10]1[CH:15]=[CH:14][C:13]([O:16][CH3:17])=[C:12]([O:18][CH3:19])[CH:11]=1. The yield is 0.790. (6) The catalyst is C1COCC1.CCOC(C)=O. The yield is 0.300. The reactants are [Cl:1][C:2]1[C:7]([C:8]([F:11])([F:10])[F:9])=[CH:6][C:5]([C:12]2[N:16]=[CH:15][N:14](/[CH:17]=[CH:18]\[C:19]([OH:21])=O)[N:13]=2)=[CH:4][C:3]=1[C:22]([F:25])([F:24])[F:23].[NH:26]([C:28]1[CH:33]=[N:32][CH:31]=[CH:30][N:29]=1)[NH2:27].C(P1(=O)OP(CCC)(=O)OP(CCC)(=O)O1)CC.CCN(C(C)C)C(C)C. The product is [Cl:1][C:2]1[C:7]([C:8]([F:10])([F:9])[F:11])=[CH:6][C:5]([C:12]2[N:16]=[CH:15][N:14](/[CH:17]=[CH:18]\[C:19]([NH:27][NH:26][C:28]3[CH:33]=[N:32][CH:31]=[CH:30][N:29]=3)=[O:21])[N:13]=2)=[CH:4][C:3]=1[C:22]([F:24])([F:25])[F:23].